Dataset: Forward reaction prediction with 1.9M reactions from USPTO patents (1976-2016). Task: Predict the product of the given reaction. (1) Given the reactants [C:1]([C:3]1[CH:4]=[C:5]2[C:9](=[CH:10][CH:11]=1)[CH2:8][N:7]([C:12]([O:14][C:15]([CH3:18])([CH3:17])[CH3:16])=[O:13])[CH2:6]2)#[N:2].Cl.[NH2:20][OH:21].CCN(C(C)C)C(C)C, predict the reaction product. The product is: [OH:21][NH:20][C:1]([C:3]1[CH:4]=[C:5]2[C:9](=[CH:10][CH:11]=1)[CH2:8][N:7]([C:12]([O:14][C:15]([CH3:18])([CH3:17])[CH3:16])=[O:13])[CH2:6]2)=[NH:2]. (2) Given the reactants Br[C:2]1[N:7]2[CH:8]=[C:9]([CH2:11][OH:12])[N:10]=[C:6]2[C:5]([N:13]2[CH2:18][CH2:17][O:16][CH2:15][CH2:14]2)=[N:4][CH:3]=1.CC1(C)C(C)(C)OB([C:27]2[CH:28]=[CH:29][C:30]([N:33]3[CH2:38][CH2:37][N:36]([C:39]([O:41][C:42]([CH3:45])([CH3:44])[CH3:43])=[O:40])[CH2:35][CH2:34]3)=[N:31][CH:32]=2)O1.C([O-])([O-])=O.[K+].[K+], predict the reaction product. The product is: [OH:12][CH2:11][C:9]1[N:10]=[C:6]2[C:5]([N:13]3[CH2:18][CH2:17][O:16][CH2:15][CH2:14]3)=[N:4][CH:3]=[C:2]([C:27]3[CH:28]=[CH:29][C:30]([N:33]4[CH2:38][CH2:37][N:36]([C:39]([O:41][C:42]([CH3:45])([CH3:44])[CH3:43])=[O:40])[CH2:35][CH2:34]4)=[N:31][CH:32]=3)[N:7]2[CH:8]=1.